From a dataset of NCI-60 drug combinations with 297,098 pairs across 59 cell lines. Regression. Given two drug SMILES strings and cell line genomic features, predict the synergy score measuring deviation from expected non-interaction effect. (1) Drug 1: C1=CN(C(=O)N=C1N)C2C(C(C(O2)CO)O)O.Cl. Drug 2: CC(C)NC(=O)C1=CC=C(C=C1)CNNC.Cl. Cell line: MOLT-4. Synergy scores: CSS=73.6, Synergy_ZIP=1.43, Synergy_Bliss=1.38, Synergy_Loewe=-8.14, Synergy_HSA=1.10. (2) Drug 1: CNC(=O)C1=NC=CC(=C1)OC2=CC=C(C=C2)NC(=O)NC3=CC(=C(C=C3)Cl)C(F)(F)F. Drug 2: CCCCC(=O)OCC(=O)C1(CC(C2=C(C1)C(=C3C(=C2O)C(=O)C4=C(C3=O)C=CC=C4OC)O)OC5CC(C(C(O5)C)O)NC(=O)C(F)(F)F)O. Cell line: NCI-H460. Synergy scores: CSS=61.0, Synergy_ZIP=3.72, Synergy_Bliss=2.60, Synergy_Loewe=-20.3, Synergy_HSA=3.33. (3) Drug 1: CC1=C2C(C(=O)C3(C(CC4C(C3C(C(C2(C)C)(CC1OC(=O)C(C(C5=CC=CC=C5)NC(=O)C6=CC=CC=C6)O)O)OC(=O)C7=CC=CC=C7)(CO4)OC(=O)C)O)C)OC(=O)C. Drug 2: CS(=O)(=O)OCCCCOS(=O)(=O)C. Cell line: A498. Synergy scores: CSS=15.8, Synergy_ZIP=-5.17, Synergy_Bliss=0.445, Synergy_Loewe=-19.1, Synergy_HSA=0.0409. (4) Drug 1: CCCS(=O)(=O)NC1=C(C(=C(C=C1)F)C(=O)C2=CNC3=C2C=C(C=N3)C4=CC=C(C=C4)Cl)F. Drug 2: C1=CN(C=N1)CC(O)(P(=O)(O)O)P(=O)(O)O. Cell line: DU-145. Synergy scores: CSS=2.15, Synergy_ZIP=1.19, Synergy_Bliss=4.40, Synergy_Loewe=0.764, Synergy_HSA=1.25. (5) Drug 1: CC(CN1CC(=O)NC(=O)C1)N2CC(=O)NC(=O)C2. Drug 2: COC1=C2C(=CC3=C1OC=C3)C=CC(=O)O2. Cell line: PC-3. Synergy scores: CSS=16.0, Synergy_ZIP=-5.01, Synergy_Bliss=-1.76, Synergy_Loewe=-2.33, Synergy_HSA=-1.62.